This data is from NCI-60 drug combinations with 297,098 pairs across 59 cell lines. The task is: Regression. Given two drug SMILES strings and cell line genomic features, predict the synergy score measuring deviation from expected non-interaction effect. (1) Drug 1: CN(C)C1=NC(=NC(=N1)N(C)C)N(C)C. Drug 2: CN(CCCl)CCCl.Cl. Cell line: SF-268. Synergy scores: CSS=9.11, Synergy_ZIP=-0.114, Synergy_Bliss=6.52, Synergy_Loewe=-12.4, Synergy_HSA=0.327. (2) Drug 1: CS(=O)(=O)C1=CC(=C(C=C1)C(=O)NC2=CC(=C(C=C2)Cl)C3=CC=CC=N3)Cl. Drug 2: CCN(CC)CCCC(C)NC1=C2C=C(C=CC2=NC3=C1C=CC(=C3)Cl)OC. Cell line: SNB-19. Synergy scores: CSS=36.3, Synergy_ZIP=12.5, Synergy_Bliss=13.5, Synergy_Loewe=6.05, Synergy_HSA=12.4. (3) Drug 1: C1CN1C2=NC(=NC(=N2)N3CC3)N4CC4. Drug 2: CC12CCC3C(C1CCC2OP(=O)(O)O)CCC4=C3C=CC(=C4)OC(=O)N(CCCl)CCCl.[Na+]. Cell line: K-562. Synergy scores: CSS=31.5, Synergy_ZIP=-7.21, Synergy_Bliss=-1.49, Synergy_Loewe=-5.14, Synergy_HSA=1.35. (4) Drug 1: C#CCC(CC1=CN=C2C(=N1)C(=NC(=N2)N)N)C3=CC=C(C=C3)C(=O)NC(CCC(=O)O)C(=O)O. Drug 2: C1CN(P(=O)(OC1)NCCCl)CCCl. Cell line: RPMI-8226. Synergy scores: CSS=10.4, Synergy_ZIP=-2.07, Synergy_Bliss=-1.49, Synergy_Loewe=10.9, Synergy_HSA=-1.62. (5) Drug 1: C1=NC2=C(N1)C(=S)N=C(N2)N. Drug 2: CC1=CC=C(C=C1)C2=CC(=NN2C3=CC=C(C=C3)S(=O)(=O)N)C(F)(F)F. Cell line: HT29. Synergy scores: CSS=36.3, Synergy_ZIP=-1.42, Synergy_Bliss=-1.29, Synergy_Loewe=-14.9, Synergy_HSA=-2.88. (6) Drug 1: C1CC(=O)NC(=O)C1N2CC3=C(C2=O)C=CC=C3N. Drug 2: C1C(C(OC1N2C=C(C(=O)NC2=O)F)CO)O. Cell line: SW-620. Synergy scores: CSS=33.3, Synergy_ZIP=-3.95, Synergy_Bliss=-6.52, Synergy_Loewe=-16.4, Synergy_HSA=-3.33. (7) Drug 1: CS(=O)(=O)CCNCC1=CC=C(O1)C2=CC3=C(C=C2)N=CN=C3NC4=CC(=C(C=C4)OCC5=CC(=CC=C5)F)Cl. Drug 2: CN(C(=O)NC(C=O)C(C(C(CO)O)O)O)N=O. Cell line: NCI-H322M. Synergy scores: CSS=-1.16, Synergy_ZIP=2.93, Synergy_Bliss=5.67, Synergy_Loewe=3.27, Synergy_HSA=1.95. (8) Drug 1: CC=C1C(=O)NC(C(=O)OC2CC(=O)NC(C(=O)NC(CSSCCC=C2)C(=O)N1)C(C)C)C(C)C. Drug 2: CC1=C(N=C(N=C1N)C(CC(=O)N)NCC(C(=O)N)N)C(=O)NC(C(C2=CN=CN2)OC3C(C(C(C(O3)CO)O)O)OC4C(C(C(C(O4)CO)O)OC(=O)N)O)C(=O)NC(C)C(C(C)C(=O)NC(C(C)O)C(=O)NCCC5=NC(=CS5)C6=NC(=CS6)C(=O)NCCC[S+](C)C)O. Cell line: SK-MEL-28. Synergy scores: CSS=41.2, Synergy_ZIP=1.65, Synergy_Bliss=2.05, Synergy_Loewe=-33.3, Synergy_HSA=1.71.